Dataset: NCI-60 drug combinations with 297,098 pairs across 59 cell lines. Task: Regression. Given two drug SMILES strings and cell line genomic features, predict the synergy score measuring deviation from expected non-interaction effect. (1) Drug 1: CCC1(CC2CC(C3=C(CCN(C2)C1)C4=CC=CC=C4N3)(C5=C(C=C6C(=C5)C78CCN9C7C(C=CC9)(C(C(C8N6C)(C(=O)OC)O)OC(=O)C)CC)OC)C(=O)OC)O.OS(=O)(=O)O. Drug 2: CN(C(=O)NC(C=O)C(C(C(CO)O)O)O)N=O. Cell line: EKVX. Synergy scores: CSS=-0.365, Synergy_ZIP=-2.57, Synergy_Bliss=-7.34, Synergy_Loewe=0.564, Synergy_HSA=-5.62. (2) Drug 1: C1CC(=O)NC(=O)C1N2CC3=C(C2=O)C=CC=C3N. Drug 2: COCCOC1=C(C=C2C(=C1)C(=NC=N2)NC3=CC=CC(=C3)C#C)OCCOC.Cl. Cell line: SF-539. Synergy scores: CSS=1.59, Synergy_ZIP=-1.91, Synergy_Bliss=-2.56, Synergy_Loewe=-1.97, Synergy_HSA=-1.84. (3) Drug 1: COC1=C(C=C2C(=C1)N=CN=C2NC3=CC(=C(C=C3)F)Cl)OCCCN4CCOCC4. Drug 2: B(C(CC(C)C)NC(=O)C(CC1=CC=CC=C1)NC(=O)C2=NC=CN=C2)(O)O. Cell line: OVCAR-8. Synergy scores: CSS=27.3, Synergy_ZIP=-6.21, Synergy_Bliss=-1.90, Synergy_Loewe=-1.22, Synergy_HSA=-1.60. (4) Drug 1: C1=CC(=CC=C1CCC2=CNC3=C2C(=O)NC(=N3)N)C(=O)NC(CCC(=O)O)C(=O)O. Drug 2: B(C(CC(C)C)NC(=O)C(CC1=CC=CC=C1)NC(=O)C2=NC=CN=C2)(O)O. Cell line: HCC-2998. Synergy scores: CSS=34.2, Synergy_ZIP=2.22, Synergy_Bliss=1.49, Synergy_Loewe=0.223, Synergy_HSA=1.02. (5) Drug 1: C1=NC(=NC(=O)N1C2C(C(C(O2)CO)O)O)N. Drug 2: C1C(C(OC1N2C=NC(=NC2=O)N)CO)O. Cell line: KM12. Synergy scores: CSS=38.9, Synergy_ZIP=-5.96, Synergy_Bliss=-6.92, Synergy_Loewe=0.298, Synergy_HSA=0.942. (6) Drug 1: CCCS(=O)(=O)NC1=C(C(=C(C=C1)F)C(=O)C2=CNC3=C2C=C(C=N3)C4=CC=C(C=C4)Cl)F. Drug 2: CC1=C2C(C(=O)C3(C(CC4C(C3C(C(C2(C)C)(CC1OC(=O)C(C(C5=CC=CC=C5)NC(=O)OC(C)(C)C)O)O)OC(=O)C6=CC=CC=C6)(CO4)OC(=O)C)O)C)O. Cell line: UACC-257. Synergy scores: CSS=42.8, Synergy_ZIP=1.44, Synergy_Bliss=1.38, Synergy_Loewe=1.38, Synergy_HSA=4.55. (7) Drug 1: CCCCCOC(=O)NC1=NC(=O)N(C=C1F)C2C(C(C(O2)C)O)O. Drug 2: CC1C(C(CC(O1)OC2CC(CC3=C2C(=C4C(=C3O)C(=O)C5=C(C4=O)C(=CC=C5)OC)O)(C(=O)CO)O)N)O.Cl. Cell line: A498. Synergy scores: CSS=25.5, Synergy_ZIP=-1.91, Synergy_Bliss=-1.58, Synergy_Loewe=-30.4, Synergy_HSA=-2.72.